From a dataset of Reaction yield outcomes from USPTO patents with 853,638 reactions. Predict the reaction yield, written as a fraction of the theoretical maximum amount of product (1.0 means a 100% yield; for example, 0.34 means a 34% yield). (1) The reactants are [C:1]([O:5][C:6](=[O:28])[NH:7][C:8]1[S:9][C:10]2[CH:16]=[C:15]([CH2:17]Br)[CH:14]=[C:13]([C:19]3[CH:24]=[CH:23][CH:22]=[C:21]([N+:25]([O-:27])=[O:26])[CH:20]=3)[C:11]=2[N:12]=1)([CH3:4])([CH3:3])[CH3:2].[NH:29]1[CH:33]=[CH:32][N:31]=[CH:30]1. The catalyst is CN(C=O)C. The product is [C:1]([O:5][C:6](=[O:28])[NH:7][C:8]1[S:9][C:10]2[CH:16]=[C:15]([CH2:17][N:29]3[CH:33]=[CH:32][N:31]=[CH:30]3)[CH:14]=[C:13]([C:19]3[CH:24]=[CH:23][CH:22]=[C:21]([N+:25]([O-:27])=[O:26])[CH:20]=3)[C:11]=2[N:12]=1)([CH3:4])([CH3:3])[CH3:2]. The yield is 0.600. (2) The reactants are [Br:1][C:2]1[CH:3]=[C:4]([N:9]2[C:13](=[O:14])[O:12][N:11]=[C:10]2[C:15]2[C:16]([NH:20][C:21](=O)C(F)(F)F)=[N:17][O:18][N:19]=2)[CH:5]=[CH:6][C:7]=1[F:8].C(=O)([O-])[O-].[K+].[K+].CI. The catalyst is CN(C)C=O.O.[Cl-].[Na+].O. The product is [Br:1][C:2]1[CH:3]=[C:4]([N:9]2[C:13](=[O:14])[O:12][N:11]=[C:10]2[C:15]2[C:16]([NH:20][CH3:21])=[N:17][O:18][N:19]=2)[CH:5]=[CH:6][C:7]=1[F:8]. The yield is 0.810. (3) The reactants are [CH2:1]([O:8][C:9]1[CH:10]=[C:11]([CH:27]=[CH:28][CH:29]=1)[CH2:12][O:13][C:14]1[C:19]2[CH:20]=[C:21]([C:23](=[O:25])[CH3:24])[O:22][C:18]=2[CH:17]=[C:16]([OH:26])[CH:15]=1)[C:2]1[CH:7]=[CH:6][CH:5]=[CH:4][CH:3]=1.C([O-])([O-])=O.[K+].[K+].Cl[C:37]([F:42])([F:41])C(O)=O. The catalyst is CN(C=O)C.O.C(OCC)(=O)C. The product is [CH2:1]([O:8][C:9]1[CH:10]=[C:11]([CH:27]=[CH:28][CH:29]=1)[CH2:12][O:13][C:14]1[C:19]2[CH:20]=[C:21]([C:23](=[O:25])[CH3:24])[O:22][C:18]=2[CH:17]=[C:16]([O:26][CH:37]([F:42])[F:41])[CH:15]=1)[C:2]1[CH:3]=[CH:4][CH:5]=[CH:6][CH:7]=1. The yield is 0.560. (4) The reactants are [Cl:1][C:2]1[S:6][C:5]([S:7]([NH:10][C@H:11]([CH2:15][CH:16]2[CH2:18][CH2:17]2)[C:12]([NH2:14])=[O:13])(=[O:9])=[O:8])=[CH:4][CH:3]=1.[Br:19][C:20]1[CH:27]=[CH:26][C:23]([CH2:24]Br)=[C:22]([F:28])[CH:21]=1.C([O-])([O-])=O.[Cs+].[Cs+]. The catalyst is CN(C=O)C. The product is [Br:19][C:20]1[CH:27]=[CH:26][C:23]([CH2:24][N:10]([C@H:11]([CH2:15][CH:16]2[CH2:17][CH2:18]2)[C:12]([NH2:14])=[O:13])[S:7]([C:5]2[S:6][C:2]([Cl:1])=[CH:3][CH:4]=2)(=[O:8])=[O:9])=[C:22]([F:28])[CH:21]=1. The yield is 0.560. (5) The reactants are [O:1]=[C:2]1[C:8]2=[CH:9][C:10]3[CH:11]=[CH:12][C:13]([C:16]([OH:18])=O)=[CH:14][C:15]=3[N:7]2[CH2:6][CH2:5][CH2:4][NH:3]1.CN1CCOCC1.[CH3:26][C:27]1([CH3:41])[C:31]([CH3:33])([CH3:32])[O:30][B:29]([C:34]2[CH:35]=[C:36]([CH:38]=[CH:39][CH:40]=2)[NH2:37])[O:28]1.O. The catalyst is CN(C=O)C. The product is [O:1]=[C:2]1[C:8]2=[CH:9][C:10]3[CH:11]=[CH:12][C:13]([C:16]([NH:37][C:36]4[CH:38]=[CH:39][CH:40]=[C:34]([B:29]5[O:30][C:31]([CH3:33])([CH3:32])[C:27]([CH3:41])([CH3:26])[O:28]5)[CH:35]=4)=[O:18])=[CH:14][C:15]=3[N:7]2[CH2:6][CH2:5][CH2:4][NH:3]1. The yield is 0.920. (6) The reactants are [F:1][C:2]([C:5]1[CH:9]=[C:8]([NH2:10])[N:7]([C:11]2[CH:16]=[CH:15][C:14]([O:17][CH3:18])=[CH:13][CH:12]=2)[N:6]=1)([F:4])[CH3:3].[C:19](=[O:28])([O:21][C:22]1[CH:27]=[CH:26][CH:25]=[CH:24][CH:23]=1)N. No catalyst specified. The product is [F:1][C:2]([C:5]1[CH:9]=[C:8]([NH:10][C:19](=[O:28])[O:21][C:22]2[CH:27]=[CH:26][CH:25]=[CH:24][CH:23]=2)[N:7]([C:11]2[CH:16]=[CH:15][C:14]([O:17][CH3:18])=[CH:13][CH:12]=2)[N:6]=1)([F:4])[CH3:3]. The yield is 0.640.